From a dataset of Forward reaction prediction with 1.9M reactions from USPTO patents (1976-2016). Predict the product of the given reaction. (1) Given the reactants [I:1][C:2]1[N:3]=[CH:4][NH:5][CH:6]=1.[Cl:7][C:8]1[CH:9]=[C:10](B(O)O)[CH:11]=[CH:12][CH:13]=1, predict the reaction product. The product is: [I:1][C:2]1[N:3]=[CH:4][N:5]([C:12]2[CH:11]=[CH:10][CH:9]=[C:8]([Cl:7])[CH:13]=2)[CH:6]=1. (2) Given the reactants [F:1][C:2]1[CH:3]=[C:4]2[C:8](=[CH:9][CH:10]=1)[NH:7][C:6](=[O:11])[CH2:5]2.[CH:12]([C:14]1[NH:15][C:16]([CH3:28])=[C:17]([S:24]([CH3:27])(=[O:26])=[O:25])[C:18]=1[CH2:19][CH2:20][C:21]([OH:23])=[O:22])=O.N1CCCCC1, predict the reaction product. The product is: [F:1][C:2]1[CH:3]=[C:4]2[C:8](=[CH:9][CH:10]=1)[NH:7][C:6](=[O:11])/[C:5]/2=[CH:12]\[C:14]1[NH:15][C:16]([CH3:28])=[C:17]([S:24]([CH3:27])(=[O:26])=[O:25])[C:18]=1[CH2:19][CH2:20][C:21]([OH:23])=[O:22]. (3) Given the reactants [F:1][C:2]1[CH:17]=[C:16]([F:18])[CH:15]=[CH:14][C:3]=1[CH2:4][N:5]1[C:10](=[O:11])[CH:9]=[CH:8][C:7]([CH2:12][OH:13])=[N:6]1.[BH4-].[Na+], predict the reaction product. The product is: [F:1][C:2]1[CH:17]=[C:16]([F:18])[CH:15]=[CH:14][C:3]=1[CH2:4][N:5]1[C:10](=[O:11])[CH2:9][CH2:8][C:7]([CH2:12][OH:13])=[N:6]1.